Dataset: Forward reaction prediction with 1.9M reactions from USPTO patents (1976-2016). Task: Predict the product of the given reaction. (1) Given the reactants [OH:1][C:2]1[CH:7]=[C:6]([O:8][CH3:9])[N:5]=[C:4]([O:10][CH3:11])[N:3]=1.Br[CH2:13][CH:14]([F:16])[F:15].[F-].[Cs+].[I-].[K+], predict the reaction product. The product is: [F:15][CH:14]([F:16])[CH2:13][O:1][C:2]1[CH:7]=[C:6]([O:8][CH3:9])[N:5]=[C:4]([O:10][CH3:11])[N:3]=1. (2) Given the reactants BrC[CH2:3][C:4]1[CH:11]=[CH:10][C:7]([CH:8]=[O:9])=[CH:6][CH:5]=1.C([O-])([O-])=O.[K+].[K+].[CH:18]([N:21]1[CH2:26][CH2:25][NH:24][CH2:23][CH2:22]1)([CH3:20])[CH3:19], predict the reaction product. The product is: [CH:18]([N:21]1[CH2:26][CH2:25][N:24]([CH2:3][C:4]2[CH:5]=[CH:6][C:7]([CH:8]=[O:9])=[CH:10][CH:11]=2)[CH2:23][CH2:22]1)([CH3:20])[CH3:19]. (3) Given the reactants Cl.[CH:2]1[CH:7]=[CH:6][C:5]([S:8]([N:11]([C:24]2[CH:29]=[CH:28][CH:27]=[CH:26][CH:25]=2)[C:12]2[C:21]3[C:16](=[CH:17][C:18]([F:23])=[C:19](I)[CH:20]=3)[N:15]=[CH:14][N:13]=2)(=[O:10])=[O:9])=[CH:4][CH:3]=1.[O:30]1[CH2:34][CH2:33][O:32][CH:31]1[C:35]1[O:39][C:38]([Sn](CCCC)(CCCC)CCCC)=[CH:37][CH:36]=1, predict the reaction product. The product is: [CH:2]1[CH:7]=[CH:6][C:5]([S:8]([N:11]([C:24]2[CH:29]=[CH:28][CH:27]=[CH:26][CH:25]=2)[C:12]2[C:21]3[C:16](=[CH:17][C:18]([F:23])=[C:19]([C:38]4[O:39][C:35]([CH:31]5[O:32][CH2:33][CH2:34][O:30]5)=[CH:36][CH:37]=4)[CH:20]=3)[N:15]=[CH:14][N:13]=2)(=[O:10])=[O:9])=[CH:4][CH:3]=1. (4) Given the reactants [NH2:1][C:2]([CH:4]1[CH2:9][CH2:8][N:7]([C:10]([O:12][C:13]([CH3:16])([CH3:15])[CH3:14])=[O:11])[CH2:6][CH2:5]1)=[S:3].C([O-])(O)=O.[Na+].[Cl:22][CH2:23][C:24]([CH2:26]Cl)=O.N1C=CC=CC=1.S(Cl)(Cl)=O, predict the reaction product. The product is: [Cl:22][CH2:23][C:24]1[N:1]=[C:2]([CH:4]2[CH2:9][CH2:8][N:7]([C:10]([O:12][C:13]([CH3:16])([CH3:15])[CH3:14])=[O:11])[CH2:6][CH2:5]2)[S:3][CH:26]=1. (5) Given the reactants COC1C=C(C=CC=1OC)C[NH:7][C:8]1[N:13]2[N:14]=[C:15]([C:17]3[O:18][CH:19]=[CH:20][CH:21]=3)[N:16]=[C:12]2[CH:11]=[C:10]([C:22]#[C:23][C:24]2([OH:29])[CH2:28][CH2:27][CH2:26][CH2:25]2)[N:9]=1.O.C(C1C(=O)C(Cl)=C(Cl)C(=O)C=1C#N)#N, predict the reaction product. The product is: [NH2:7][C:8]1[N:13]2[N:14]=[C:15]([C:17]3[O:18][CH:19]=[CH:20][CH:21]=3)[N:16]=[C:12]2[CH:11]=[C:10]([C:22]#[C:23][C:24]2([OH:29])[CH2:25][CH2:26][CH2:27][CH2:28]2)[N:9]=1. (6) Given the reactants [CH3:1][C@H:2]1[N:7]([CH2:8][C:9]([F:12])([F:11])[F:10])[C:6](=[O:13])[C@@H:5]([NH:14]C(=O)OC(C)(C)C)[CH2:4][C@H:3]1[C:22]1[C:27]([F:28])=[CH:26][CH:25]=[C:24]([F:29])[C:23]=1[F:30].[ClH:31], predict the reaction product. The product is: [ClH:31].[NH2:14][C@H:5]1[CH2:4][C@@H:3]([C:22]2[C:27]([F:28])=[CH:26][CH:25]=[C:24]([F:29])[C:23]=2[F:30])[C@@H:2]([CH3:1])[N:7]([CH2:8][C:9]([F:12])([F:11])[F:10])[C:6]1=[O:13].